This data is from Forward reaction prediction with 1.9M reactions from USPTO patents (1976-2016). The task is: Predict the product of the given reaction. (1) Given the reactants [CH:1]1([NH:6][C:7]2[C:12]([CH:13]=[CH:14][N+:15]([O-:17])=[O:16])=[CH:11][N:10]=[C:9](S(C)=O)[N:8]=2)[CH2:5][CH2:4][CH2:3][CH2:2]1.[CH3:21][N:22]1[CH2:27][CH2:26][N:25]([C:28]2[CH:34]=[CH:33][C:31]([NH2:32])=[CH:30][CH:29]=2)[CH2:24][CH2:23]1, predict the reaction product. The product is: [CH:1]1([NH:6][C:7]2[C:12]([CH:13]=[CH:14][N+:15]([O-:17])=[O:16])=[CH:11][N:10]=[C:9]([NH:32][C:31]3[CH:30]=[CH:29][C:28]([N:25]4[CH2:24][CH2:23][N:22]([CH3:21])[CH2:27][CH2:26]4)=[CH:34][CH:33]=3)[N:8]=2)[CH2:5][CH2:4][CH2:3][CH2:2]1. (2) Given the reactants C(O)(=O)C.[OH:5][N:6]1[C:11]([CH3:13])([CH3:12])[CH2:10][C:9](=[O:14])[CH2:8][C:7]1([CH3:16])[CH3:15].C(#N)C.OO.[CH2:22]1[CH2:27][CH2:26][CH2:25][CH2:24][CH2:23]1, predict the reaction product. The product is: [CH:22]1([O:5][N:6]2[C:11]([CH3:12])([CH3:13])[CH2:10][C:9](=[O:14])[CH2:8][C:7]2([CH3:16])[CH3:15])[CH2:27][CH2:26][CH2:25][CH2:24][CH2:23]1.